From a dataset of Drug-target binding data from BindingDB using IC50 measurements. Regression. Given a target protein amino acid sequence and a drug SMILES string, predict the binding affinity score between them. We predict pIC50 (pIC50 = -log10(IC50 in M); higher means more potent). Dataset: bindingdb_ic50. (1) The small molecule is O=C(NNS(=O)(=O)c1ccccc1C(F)(F)F)c1cc2cc(Cl)ccc2[nH]1. The target protein (P54690) has sequence MAYLSRATATLARQDCSNGCSASYAEEEELEASTESYDEEGGSEASTQTFRAKDLIITKADVLKKKPDPSSLVFGASFTDHMLMVEWTSKYGWDKPHIKPFENLSIHPAASVLHYAVELFEGLKAFRGVDNKIRLFRPDLNMKRMCRSAVRTTLPEFDKEELLQCVLQLIQLDREWVPYSTSASLYIRPTFIGIEPSLGVKKPSKALLFVILSPVGSYFSNGTFSPVSLWANPKFVRSWKGGTGDFKMGCNYGSSLLAQCEAAENGCHQVLWLYGKENRITEVGTMNLFLYWINKDGEEELATPPLDGVILPGVTRQSILELGEEWGEFKVCERHITMDDLSTALEENRVKEMFGSGTACVVCPVASILYKGQMLHIPTMENGHKLSSRIMAKLTDIQYGRIKSEWTLELP. The pIC50 is 6.7. (2) The drug is C/C(=C\COCCCc1ccccc1)CC/C=C(\C)CCCN(C)C. The target protein (Q96WJ0) has sequence MIYGYTEKELEKTDPDGWRLIVEDTGRQRWKYLKTEEERRERPQTYMEKYFLGKNMDLPEQPAAKTPIESARKGFSFYKHLQTSDGNWACEYGGVMFLLPGLIIAMYISKIEFPDEMRIEVIRYLVNHANPEDGGWGIHIEGKSTVFGTALNYVVLRILGLGPDHPVTMKARIRLNELGGAIGCPQWGKFWLAVLNCYGWEGINPILPEFWMLPEWLPIHPSRWWVHTRAVYLPMGYIYGEKFTAPVDPLIESLREELYTQPYSSINFSKHRNTTSPVDVYVPHTRFLRVINSILTFYHTIFRFSWIKDMASKYAYKLIEYENKNTDFLCIGPVNFSIHILAVYWKEGPDSYAFKSHKERMADFLWISKKGMMMNGTNGVQLWDTSFAVQALVESGLAEDPEFKDHMIKALDFLDKCQIQKNCDDQQKCYRHRRKGAWPFSTRQQGYTVSDCTAEALKAVLLLQNLKSFPKRVSYDRLKDSVDVILSLQNKDGGFASYEL.... The pIC50 is 6.5. (3) The compound is N#C[C@]1(NC(=O)[C@@H]([NH3+])Cc2ccccc2F)C[C@H]1c1ccccc1. The target protein (Q3UP87) has sequence MALGRLSSRTLAAMLLALFLGGPALASEIVGGRPARPHAWPFMASLQRRGGHFCGATLIARNFVMSAAHCVNGLNFRSVQVVLGAHDLRRQERTRQTFSVQRIFENGFDPSQLLNDIVIIQLNGSATINANVQVAQLPAQGQGVGDRTPCLAMGWGRLGTNRPSPSVLQELNVTVVTNMCRRRVNVCTLVPRRQAGICFGDSGGPLVCNNLVQGIDSFIRGGCGSGLYPDAFAPVAEFADWINSIIRSHNDHLLTHPKDREGRTN. The pIC50 is 5.3. (4) The compound is Fc1ccc(C(c2ccc(F)cc2)N2CCN(C/C=C/c3ccccc3)CC2)cc1. The target protein sequence is MAAPDLLDPKSAAQNSKPRLSFSTKPTVLASRVESDTTINVMKWKTVSTIFLVVVLYLIIGATVFKALEQPHEISQRTTIVIQKQTFISQHACVNSTELDELIQQIVAAINAGIIPLGNTSNQISHWDLGSSFFFAGTVITTIGFGNISPRTEGGKIFCIIYALLGIPLFGFLLAGVGDQLGTIFGKGIAKVEDTFIKWNVSQTKIRIISTIIFILFGCVLFVALPAIIFKHIEGWSALDAIYFVVITLTTIGFGDYVAGGSDIEYLDFYKPVVWFWILVGLAYFAAVLSMIGDWLRVISKKTKEEVGEFRAHAAEWTANVTAEFKETRRRLSVEIYDKFQRATSIKRKLSAELAGNHNQELTPCRRTLSVNHLASERDVLPSLLKTESIYLNGLTPHCAGEEIAVIENIK. The pIC50 is 5.6. (5) The small molecule is CCN1CCN(c2cc(N3CCN(C(=O)c4ccco4)CC3)c3c4c(onc24)-c2ccccc2C3=O)CC1. The target protein (P00651) has sequence MMYSKLLTLTTLLLPTALALPSLVERACDYTCGSNCYSSSDVSTAQAAGYQLHEDGETVGSNSYPHKYNNYEGFDFSVSSPYYEWPILSSGDVYSGGSPGADRVVFNENNQLAGVITHTGASGNNFVECT. The pIC50 is 5.1. (6) The small molecule is C[C@@H](O)[C@H](NCc1nc(-c2ccc(C(F)(F)F)nc2)ccc1F)C(N)=O. The target protein (Q8NET8) has sequence MKAHPKEMVPLMGKRVAAPSGNPAILPEKRPAEITPTKKSAHFFLEIEGFEPNPTVAKTSPPVFSKPMDSNIRQCISGNCDDMDSPQSPQDDVTETPSNPNSPSAQLAKEEQRRKKRRLKKRIFAAVSEGCVEELVELLVELQELCRRRHDEDVPDFLMHKLTASDTGKTCLMKALLNINPNTKEIVRILLAFAEENDILGRFINAEYTEEAYEGQTALNIAIERRQGDIAALLIAAGADVNAHAKGAFFNPKYQHEGFYFGETPLALAACTNQPEIVQLLMEHEQTDITSRDSRGNNILHALVTVAEDFKTQNDFVKRMYDMILLRSGNWELETTRNNDGLTPLQLAAKMGKAEILKYILSREIKEKRLRSLSRKFTDWAYGPVSSSLYDLTNVDTTTDNSVLEITVYNTNIDNRHEMLTLEPLHTLLHMKWKKFAKHMFFLSFCFYFFYNITLTLVSYYRPREEEAIPHPLALTHKMGWLQLLGRMFVLIWAMCISVK.... The pIC50 is 4.7.